From a dataset of Forward reaction prediction with 1.9M reactions from USPTO patents (1976-2016). Predict the product of the given reaction. (1) Given the reactants C(N(CC)CC)C.Cl.[O:9]=[C:10]1[CH:15]([N:16]2[C:24](=[O:25])[C:23]3[C:18](=[CH:19][CH:20]=[CH:21][C:22]=3[CH2:26][NH:27][CH3:28])[C:17]2=[O:29])[CH2:14][CH2:13][C:12](=[O:30])[NH:11]1.[CH:31]1([N:37]=[C:38]=[O:39])[CH2:36][CH2:35][CH2:34][CH2:33][CH2:32]1, predict the reaction product. The product is: [CH:31]1([NH:37][C:38](=[O:39])[N:27]([CH2:26][C:22]2[CH:21]=[CH:20][CH:19]=[C:18]3[C:23]=2[C:24](=[O:25])[N:16]([CH:15]2[CH2:14][CH2:13][C:12](=[O:30])[NH:11][C:10]2=[O:9])[C:17]3=[O:29])[CH3:28])[CH2:36][CH2:35][CH2:34][CH2:33][CH2:32]1. (2) Given the reactants C([Li])CCC.C([Mg]Br)(C)C.Br[C:12]1[CH:13]=[C:14]([CH3:23])[C:15]([O:19][CH:20]([F:22])[F:21])=[C:16]([CH3:18])[CH:17]=1.[Br:24][C:25]1[CH:26]=[C:27]([C:31]([C:39]2[C:40]([C:45]#[N:46])=[N:41][CH:42]=[CH:43][CH:44]=2)=[N:32]S(C(C)(C)C)=O)[CH:28]=[CH:29][CH:30]=1, predict the reaction product. The product is: [Br:24][C:25]1[CH:26]=[C:27]([C:31]2([C:12]3[CH:13]=[C:14]([CH3:23])[C:15]([O:19][CH:20]([F:22])[F:21])=[C:16]([CH3:18])[CH:17]=3)[C:39]3[C:40](=[N:41][CH:42]=[CH:43][CH:44]=3)[C:45]([NH2:46])=[N:32]2)[CH:28]=[CH:29][CH:30]=1. (3) Given the reactants [C:1]([C:3]1[N:4]=[C:5]([O:13][C@@H:14]2[CH2:18][CH2:17][N:16]([C:19]([O:21][C:22]([CH3:25])([CH3:24])[CH3:23])=[O:20])[CH2:15]2)[C:6]2[C:11]([CH:12]=1)=[CH:10][CH:9]=[CH:8][CH:7]=2)#[N:2].[NH:26]([C:28](OCC)=[O:29])[NH2:27], predict the reaction product. The product is: [O:29]=[C:28]1[NH:26][N:27]=[C:1]([C:3]2[N:4]=[C:5]([O:13][C@@H:14]3[CH2:18][CH2:17][N:16]([C:19]([O:21][C:22]([CH3:25])([CH3:24])[CH3:23])=[O:20])[CH2:15]3)[C:6]3[C:11]([CH:12]=2)=[CH:10][CH:9]=[CH:8][CH:7]=3)[NH:2]1. (4) Given the reactants [N:1]1([C:7]([N:9]2[CH2:14][CH:13]([C:15]3[CH:20]=[CH:19][C:18]([O:21][C:22]([F:25])([F:24])[F:23])=[CH:17][CH:16]=3)[CH2:12][CH:11]([C:26]([OH:28])=O)[CH2:10]2)=[O:8])[CH2:6][CH2:5][O:4][CH2:3][CH2:2]1.O[NH:30][C:31]([C:33]1[CH2:34][N:35]([CH3:39])[CH2:36][CH2:37][CH:38]=1)=[NH:32], predict the reaction product. The product is: [CH3:39][N:35]1[CH2:36][CH2:37][CH:38]=[C:33]([C:31]2[N:32]=[C:26]([CH:11]3[CH2:12][CH:13]([C:15]4[CH:16]=[CH:17][C:18]([O:21][C:22]([F:23])([F:24])[F:25])=[CH:19][CH:20]=4)[CH2:14][N:9]([C:7]([N:1]4[CH2:2][CH2:3][O:4][CH2:5][CH2:6]4)=[O:8])[CH2:10]3)[O:28][N:30]=2)[CH2:34]1. (5) Given the reactants [F:1][C:2]([F:13])([F:12])[C:3]1[N:8]=[CH:7][C:6]([CH2:9][CH2:10][NH2:11])=[CH:5][CH:4]=1.Br[C:15]1[CH:23]=[CH:22][C:18]2[CH2:19][CH2:20][O:21][C:17]=2[CH:16]=1.C(=O)([O-])[O-].[Cs+].[Cs+], predict the reaction product. The product is: [O:21]1[C:17]2[CH:16]=[C:15]([NH:11][CH2:10][CH2:9][C:6]3[CH:7]=[N:8][C:3]([C:2]([F:12])([F:1])[F:13])=[CH:4][CH:5]=3)[CH:23]=[CH:22][C:18]=2[CH2:19][CH2:20]1. (6) Given the reactants N([C:10]([CH3:16])(C)[C:11]([O:13][CH3:14])=O)=N[C:10](C)([CH3:16])[C:11]([O:13][CH3:14])=O.[OH2:17].CO.C[C:21](=[O:24])[CH2:22]C, predict the reaction product. The product is: [C:21]([O:24][CH:10]([CH3:16])[CH2:11][O:13][CH3:14])(=[O:17])[CH3:22]. (7) The product is: [F:1][C:2]1[CH:3]=[C:4]([N:9]=[C:10]=[S:14])[CH:5]=[C:6]([F:8])[CH:7]=1. Given the reactants [F:1][C:2]1[CH:3]=[C:4]([NH:9][C:10]2[S:14]C=NC=2C(O)=O)[CH:5]=[C:6]([F:8])[CH:7]=1.CC1N=C(N)C=CC=1.FC1C=C(N)C=C(F)C=1, predict the reaction product. (8) Given the reactants [CH:1]1([CH:6]([C:8]2[C:16]3[N:15]=[C:14]([CH:17]4[CH2:19][CH2:18]4)[NH:13][C:12]=3[CH:11]=[C:10]([C:20]3[C:21]([CH3:26])=[N:22][O:23][C:24]=3[CH3:25])[CH:9]=2)[OH:7])[CH2:5][CH2:4][CH2:3][CH2:2]1.CC(OI1(OC(C)=O)(OC(C)=O)OC(=O)C2C=CC=CC1=2)=O, predict the reaction product. The product is: [CH:1]1([C:6]([C:8]2[C:16]3[N:15]=[C:14]([CH:17]4[CH2:19][CH2:18]4)[NH:13][C:12]=3[CH:11]=[C:10]([C:20]3[C:21]([CH3:26])=[N:22][O:23][C:24]=3[CH3:25])[CH:9]=2)=[O:7])[CH2:2][CH2:3][CH2:4][CH2:5]1. (9) Given the reactants [O:1]1[C:9]2[CH:8]=[CH:7][N:6]=[CH:5][C:4]=2[CH2:3][CH2:2]1.[NH2:10][O:11][C:12]1[CH:17]=[CH:16][C:15]([N+:18]([O-:20])=[O:19])=[CH:14][C:13]=1[N+:21]([O-:23])=[O:22].C(OCC)C, predict the reaction product. The product is: [N+:21]([C:13]1[CH:14]=[C:15]([N+:18]([O-:20])=[O:19])[CH:16]=[CH:17][C:12]=1[O-:11])([O-:23])=[O:22].[NH2:10][N+:6]1[CH:7]=[CH:8][C:9]2[O:1][CH2:2][CH2:3][C:4]=2[CH:5]=1.